Dataset: Catalyst prediction with 721,799 reactions and 888 catalyst types from USPTO. Task: Predict which catalyst facilitates the given reaction. (1) Product: [CH3:35][O:34][C:31]1[CH:30]=[CH:29][C:28]([C:27]2[C:20]3[C:19]([NH:17][CH2:16][CH2:15][CH2:14][CH2:13][CH2:12][C:11]#[N:10])=[N:24][CH:23]=[N:22][C:21]=3[O:25][C:26]=2[C:36]2[CH:37]=[CH:38][CH:39]=[CH:40][CH:41]=2)=[CH:33][CH:32]=1. Reactant: CCN(C(C)C)C(C)C.[NH2:10][CH2:11][CH2:12][CH2:13][CH2:14][CH2:15][C:16]#[N:17].Cl[C:19]1[C:20]2[C:27]([C:28]3[CH:33]=[CH:32][C:31]([O:34][CH3:35])=[CH:30][CH:29]=3)=[C:26]([C:36]3[CH:41]=[CH:40][CH:39]=[CH:38][CH:37]=3)[O:25][C:21]=2[N:22]=[CH:23][N:24]=1.O. The catalyst class is: 3. (2) Reactant: [NH2:1][CH2:2][C@H:3]([OH:20])[CH2:4][O:5][C:6]1[CH:11]=[CH:10][C:9]([O:12][CH2:13][C:14]2[CH:19]=[CH:18][CH:17]=[CH:16][CH:15]=2)=[CH:8][CH:7]=1.[C:21]1([CH:27]([C:33]2[CH:38]=[CH:37][CH:36]=[CH:35][CH:34]=2)[N:28]2[CH2:31][C:30](=O)[CH2:29]2)[CH:26]=[CH:25][CH:24]=[CH:23][CH:22]=1.COC(OC)OC. Product: [CH:27]([N:28]1[CH2:31][C:30](=[N:1][CH2:2][C@H:3]([OH:20])[CH2:4][O:5][C:6]2[CH:11]=[CH:10][C:9]([O:12][CH2:13][C:14]3[CH:15]=[CH:16][CH:17]=[CH:18][CH:19]=3)=[CH:8][CH:7]=2)[CH2:29]1)([C:33]1[CH:34]=[CH:35][CH:36]=[CH:37][CH:38]=1)[C:21]1[CH:22]=[CH:23][CH:24]=[CH:25][CH:26]=1. The catalyst class is: 5. (3) Reactant: [N:1]1[CH:6]=[CH:5][CH:4]=[C:3]([CH:7]=O)[CH:2]=1.[Cl:9][C:10]1[CH:15]=[CH:14][C:13]([S:16]([NH2:19])(=[O:18])=[O:17])=[CH:12][CH:11]=1. Product: [Cl:9][C:10]1[CH:11]=[CH:12][C:13]([S:16]([N:19]=[CH:7][C:3]2[CH:2]=[N:1][CH:6]=[CH:5][CH:4]=2)(=[O:17])=[O:18])=[CH:14][CH:15]=1. The catalyst class is: 11. (4) Reactant: Cl[C:2]1[CH:9]=[CH:8][C:5]([C:6]#[N:7])=[C:4]([CH3:10])[N:3]=1.[F:11][C:12]1[CH:17]=[C:16]([F:18])[CH:15]=[CH:14][C:13]=1[NH2:19].CN(C1C(C2C(P(C3CCCCC3)C3CCCCC3)=CC=CC=2)=CC=CC=1)C.[Li]. Product: [F:11][C:12]1[CH:17]=[C:16]([F:18])[CH:15]=[CH:14][C:13]=1[NH:19][C:2]1[CH:9]=[CH:8][C:5]([C:6]#[N:7])=[C:4]([CH3:10])[N:3]=1. The catalyst class is: 443. (5) Reactant: [Br:1][C:2]1[CH:7]=[CH:6][C:5]([C:8]2([NH:11]C(=O)OC(C)(C)C)[CH2:10][CH2:9]2)=[CH:4][CH:3]=1.Cl. Product: [Br:1][C:2]1[CH:3]=[CH:4][C:5]([C:8]2([NH2:11])[CH2:9][CH2:10]2)=[CH:6][CH:7]=1. The catalyst class is: 92. (6) Reactant: [H-].[Al+3].[Li+].[H-].[H-].[H-].[CH2:7]([N:14]1[C:18](=O)[CH2:17][C:16]([CH2:29][C:30]2[CH:35]=[CH:34][CH:33]=[CH:32][CH:31]=2)([C:20]2[C:28]3[C:23](=[CH:24][CH:25]=[CH:26][CH:27]=3)[NH:22][CH:21]=2)[C:15]1=O)[C:8]1[CH:13]=[CH:12][CH:11]=[CH:10][CH:9]=1. Product: [CH2:7]([N:14]1[CH2:18][CH2:17][C:16]([C:20]2[C:28]3[C:23](=[CH:24][CH:25]=[CH:26][CH:27]=3)[NH:22][CH:21]=2)([CH2:29][C:30]2[CH:35]=[CH:34][CH:33]=[CH:32][CH:31]=2)[CH2:15]1)[C:8]1[CH:9]=[CH:10][CH:11]=[CH:12][CH:13]=1. The catalyst class is: 1. (7) Product: [NH2:14][C:11]1[CH:12]=[CH:13][C:2]([F:1])=[C:3]([CH:10]=1)[C:4]([O:6][CH:7]([CH3:8])[CH3:9])=[O:5]. Reactant: [F:1][C:2]1[CH:13]=[CH:12][C:11]([N+:14]([O-])=O)=[CH:10][C:3]=1[C:4]([O:6][CH:7]([CH3:9])[CH3:8])=[O:5]. The catalyst class is: 183. (8) Reactant: [Cl:1][C:2]1[C:3]([CH2:12][C:13]([CH3:15])=[O:14])=[N:4][CH:5]=[C:6]([C:8]([F:11])([F:10])[F:9])[CH:7]=1.[CH3:16]I.[OH-].[K+].O. Product: [Cl:1][C:2]1[C:3]([CH:12]([CH3:16])[C:13](=[O:14])[CH3:15])=[N:4][CH:5]=[C:6]([C:8]([F:11])([F:9])[F:10])[CH:7]=1. The catalyst class is: 216. (9) Reactant: [BH4-].[Na+].C(COC)OC.[C:9]([O:19][C:20]([C:26]([O:29][C:30]([C:36]([O:39][C:40]([C:46]([O:49][C:50]([C:56]([O:59][C:60]([C:66]([O:69][C:70]([C:76](OC)=[O:77])([C:72]([F:75])([F:74])[F:73])[F:71])([F:68])[F:67])([C:62]([F:65])([F:64])[F:63])[F:61])([F:58])[F:57])([C:52]([F:55])([F:54])[F:53])[F:51])([F:48])[F:47])([C:42]([F:45])([F:44])[F:43])[F:41])([F:38])[F:37])([C:32]([F:35])([F:34])[F:33])[F:31])([F:28])[F:27])([C:22]([F:25])([F:24])[F:23])[F:21])([C:12]([C:15]([F:18])([F:17])[F:16])([F:14])[F:13])([F:11])[F:10].Cl. Product: [C:9]([O:19][C:20]([C:26]([O:29][C:30]([C:36]([O:39][C:40]([C:46]([O:49][C:50]([C:56]([O:59][C:60]([C:66]([O:69][C:70]([CH2:76][OH:77])([C:72]([F:73])([F:74])[F:75])[F:71])([F:67])[F:68])([C:62]([F:63])([F:64])[F:65])[F:61])([F:58])[F:57])([C:52]([F:53])([F:54])[F:55])[F:51])([F:48])[F:47])([C:42]([F:45])([F:44])[F:43])[F:41])([F:38])[F:37])([C:32]([F:35])([F:34])[F:33])[F:31])([F:28])[F:27])([C:22]([F:25])([F:24])[F:23])[F:21])([C:12]([C:15]([F:18])([F:17])[F:16])([F:14])[F:13])([F:11])[F:10]. The catalyst class is: 72. (10) Reactant: [CH2:1]([O:8][C@H:9]1[C@H:15]([O:16][CH2:17][C:18]2[CH:23]=[CH:22][CH:21]=[CH:20][CH:19]=2)[C@@H:14]([O:24][CH2:25][C:26]2[CH:31]=[CH:30][CH:29]=[CH:28][CH:27]=2)[C@:13]2([C:33]3[CH:38]=[CH:37][C:36]([Cl:39])=[C:35]([CH2:40][C:41]4[CH:46]=[CH:45][C:44]([O:47][CH2:48][C:49]([F:52])([F:51])[F:50])=[CH:43][CH:42]=4)[CH:34]=3)[O:32][C@@:10]1([CH2:53][OH:54])[CH2:11][O:12]2)[C:2]1[CH:7]=[CH:6][CH:5]=[CH:4][CH:3]=1.C(=O)(O)[O-:56].[Na+].[Br-].[K+].Cl[O-].[Na+].Cl. Product: [CH2:1]([O:8][C@H:9]1[C@H:15]([O:16][CH2:17][C:18]2[CH:23]=[CH:22][CH:21]=[CH:20][CH:19]=2)[C@@H:14]([O:24][CH2:25][C:26]2[CH:31]=[CH:30][CH:29]=[CH:28][CH:27]=2)[C@:13]2([C:33]3[CH:38]=[CH:37][C:36]([Cl:39])=[C:35]([CH2:40][C:41]4[CH:42]=[CH:43][C:44]([O:47][CH2:48][C:49]([F:52])([F:51])[F:50])=[CH:45][CH:46]=4)[CH:34]=3)[O:32][C@@:10]1([C:53]([OH:56])=[O:54])[CH2:11][O:12]2)[C:2]1[CH:3]=[CH:4][CH:5]=[CH:6][CH:7]=1. The catalyst class is: 4.